From a dataset of Full USPTO retrosynthesis dataset with 1.9M reactions from patents (1976-2016). Predict the reactants needed to synthesize the given product. (1) Given the product [CH3:11][O:12][C:13]1[CH:20]=[CH:19][CH:18]=[CH:17][C:14]=1[C:15](=[NH:6])[NH2:16], predict the reactants needed to synthesize it. The reactants are: [Li+].C[Si]([N-:6][Si](C)(C)C)(C)C.[CH3:11][O:12][C:13]1[CH:20]=[CH:19][CH:18]=[CH:17][C:14]=1[C:15]#[N:16]. (2) Given the product [Cl:8][C:6]1[CH:7]=[C:2]([Cl:1])[N:3]=[CH:4][C:5]=1[CH2:9][N:19]([C:23]1[CH:28]=[CH:27][CH:26]=[CH:25][C:24]=1[CH:29]=[CH2:30])[C:20](=[O:22])[CH3:21], predict the reactants needed to synthesize it. The reactants are: [Cl:1][C:2]1[CH:7]=[C:6]([Cl:8])[C:5]([CH2:9]Cl)=[CH:4][N:3]=1.ClC1C(C[N:19]([C:23]2[CH:28]=[CH:27][CH:26]=[CH:25][C:24]=2[CH:29]=[CH2:30])[C:20](=[O:22])[CH3:21])=CC(F)=C(Cl)N=1. (3) Given the product [OH:8][C:5]1[C:6](=[O:7])[CH:1]=[C:2]([CH2:9][OH:10])[N:11]([C:12]2[CH:17]=[CH:16][CH:15]=[CH:14][CH:13]=2)[CH:4]=1, predict the reactants needed to synthesize it. The reactants are: [CH:1]1[C:6](=[O:7])[C:5]([OH:8])=[CH:4]O[C:2]=1[CH2:9][OH:10].[NH2:11][C:12]1[CH:17]=[CH:16][CH:15]=[CH:14][CH:13]=1. (4) Given the product [ClH:47].[NH2:8][C@@H:9]([C@@H:43]([CH3:46])[CH2:44][CH3:45])[C:10]([N:12]([C@@H:14]([CH:40]([CH3:41])[CH3:42])[CH2:15][C@H:16]([C:18]1[S:19][CH:20]=[C:21]([C:23]([NH:25][C@@H:26]([CH2:33][C:34]2[CH:35]=[CH:36][CH:37]=[CH:38][CH:39]=2)[CH2:27][C@H:28]([CH3:32])[C:29]([OH:31])=[O:30])=[O:24])[N:22]=1)[OH:17])[CH3:13])=[O:11], predict the reactants needed to synthesize it. The reactants are: C(OC([NH:8][C@@H:9]([C@@H:43]([CH3:46])[CH2:44][CH3:45])[C:10]([N:12]([C@@H:14]([CH:40]([CH3:42])[CH3:41])[CH2:15][C@H:16]([C:18]1[S:19][CH:20]=[C:21]([C:23]([NH:25][C@@H:26]([CH2:33][C:34]2[CH:39]=[CH:38][CH:37]=[CH:36][CH:35]=2)[CH2:27][C@H:28]([CH3:32])[C:29]([OH:31])=[O:30])=[O:24])[N:22]=1)[OH:17])[CH3:13])=[O:11])=O)(C)(C)C.[ClH:47]. (5) Given the product [CH2:1]1[C:9]2[C:4](=[CH:5][C:6]([N:10]3[C:12](=[O:17])[CH2:13][C:14]([CH3:16])=[N:11]3)=[CH:7][CH:8]=2)[CH2:3][CH2:2]1, predict the reactants needed to synthesize it. The reactants are: [CH2:1]1[C:9]2[C:4](=[CH:5][C:6]([NH:10][NH2:11])=[CH:7][CH:8]=2)[CH2:3][CH2:2]1.[C:12](OCC)(=[O:17])[CH2:13][C:14]([CH3:16])=O. (6) Given the product [Br:1][C:2]1[CH:7]=[CH:6][C:5]([CH2:8][CH2:9][CH2:10][C:11]([NH:13][C:14]2[CH:19]=[CH:18][C:17]([S:20]([CH:23]([CH3:24])[CH3:29])(=[O:22])=[O:21])=[C:16]([C:25]#[N:26])[CH:15]=2)=[O:12])=[CH:4][CH:3]=1, predict the reactants needed to synthesize it. The reactants are: [Br:1][C:2]1[CH:7]=[CH:6][C:5]([CH2:8][CH2:9][CH2:10][C:11]([NH:13][C:14]2[CH:19]=[CH:18][C:17]([S:20]([CH2:23][CH3:24])(=[O:22])=[O:21])=[C:16]([C:25]#[N:26])[CH:15]=2)=[O:12])=[C:4](C)[CH:3]=1.N[C:29]1C=CC(S(C(C)C)(=O)=O)=C(C=1)C#N.BrC1C=CC(CCCC(Cl)=O)=CC=1.